Dataset: Retrosynthesis with 50K atom-mapped reactions and 10 reaction types from USPTO. Task: Predict the reactants needed to synthesize the given product. (1) Given the product CCc1nnn(-c2ccc(-c3ccc(C4(C(=O)OC)CC4)cc3)cc2)c1NC(=O)O[C@H](C)c1ccccc1, predict the reactants needed to synthesize it. The reactants are: CCc1nnn(-c2ccc(Br)cc2)c1NC(=O)O[C@H](C)c1ccccc1.COC(=O)C1(c2ccc(B3OC(C)(C)C(C)(C)O3)cc2)CC1. (2) Given the product COc1cccc(-c2cc(=O)n(CC[C@](C)(C(=O)NO)S(C)(=O)=O)cc2F)c1F, predict the reactants needed to synthesize it. The reactants are: COc1cccc(-c2cc(=O)n(CC[C@](C)(C(=O)NOC3CCCCO3)S(C)(=O)=O)cc2F)c1F. (3) Given the product O=C(COc1ncc(C(=O)Nc2ccc(F)cc2)cn1)Nc1cccnc1, predict the reactants needed to synthesize it. The reactants are: Nc1cccnc1.O=C(O)COc1ncc(C(=O)Nc2ccc(F)cc2)cn1. (4) Given the product C[C@H](N)c1ccc(CO)cc1, predict the reactants needed to synthesize it. The reactants are: C[C@H](NC(=O)OC(C)(C)C)c1ccc(CO)cc1. (5) Given the product OCc1cccc(Sc2ccccc2)n1, predict the reactants needed to synthesize it. The reactants are: O=C(O)c1cccc(Sc2ccccc2)n1. (6) Given the product CC[C@@H]1C(=O)N(C)c2cnc(Nc3ccc(C(=O)NC[C@@H](CN4CCN(C)CC4)OC)c4c3OCC4)nc2N1C(C)C, predict the reactants needed to synthesize it. The reactants are: CC[C@@H]1C(=O)N(C)c2cnc(Nc3ccc(C(=O)O)c4c3OCC4)nc2N1C(C)C.CO[C@@H](CN)CN1CCN(C)CC1.